Task: Predict the product of the given reaction.. Dataset: Forward reaction prediction with 1.9M reactions from USPTO patents (1976-2016) (1) Given the reactants [C:1]([O:9][CH2:10]C)(=[O:8])[CH2:2][C:3]([O:5][CH2:6]C)=[O:4].[CH2:12]([C:17]([C:26]1[CH:31]=[CH:30][CH:29]=[CH:28][CH:27]=1)([CH2:21][CH2:22][CH:23]([CH3:25])[CH3:24])[C:18](Cl)=[O:19])[CH2:13][CH:14]([CH3:16])[CH3:15].C1(C(CCC)(CCC)C(Cl)=O)C=CC=CC=1, predict the reaction product. The product is: [CH2:12]([C:17]([C:26]1[CH:27]=[CH:28][CH:29]=[CH:30][CH:31]=1)([CH2:21][CH2:22][CH:23]([CH3:24])[CH3:25])[C:18]([CH:2]([C:1]([O:9][CH3:10])=[O:8])[C:3]([O:5][CH3:6])=[O:4])=[O:19])[CH2:13][CH:14]([CH3:16])[CH3:15]. (2) Given the reactants [N:1]1([S:6]([CH2:9][C:10](=O)[CH3:11])(=[O:8])=[O:7])[CH2:5][CH2:4][CH2:3][CH2:2]1.[Cl:13][C:14]1[CH:15]=[C:16]([CH:19]=[CH:20][C:21]=1[Cl:22])[CH:17]=O.[CH3:23][C:24]1[CH:28]=[C:27]([NH2:29])[NH:26][N:25]=1, predict the reaction product. The product is: [Cl:13][C:14]1[CH:15]=[C:16]([CH:17]2[N:26]3[N:25]=[C:24]([CH3:23])[CH:28]=[C:27]3[NH:29][C:10]([CH3:11])=[C:9]2[S:6]([N:1]2[CH2:5][CH2:4][CH2:3][CH2:2]2)(=[O:8])=[O:7])[CH:19]=[CH:20][C:21]=1[Cl:22]. (3) Given the reactants [NH2:1][C:2]1[C:3]([C:7]2[NH:23][C:10]3=[CH:11][C:12]4[C:13]([CH3:22])([CH3:21])[C:14](=[O:20])[N:15]([CH2:18][CH3:19])[C:16]=4[CH:17]=[C:9]3[N:8]=2)=[N:4][NH:5][CH:6]=1.[CH3:24][C:25]([CH3:31])([CH2:29][CH3:30])[C:26](O)=[O:27], predict the reaction product. The product is: [CH2:18]([N:15]1[C:16]2[CH:17]=[C:9]3[N:8]=[C:7]([C:3]4[C:2]([NH:1][C:26](=[O:27])[C:25]([CH3:31])([CH3:24])[CH2:29][CH3:30])=[CH:6][NH:5][N:4]=4)[NH:23][C:10]3=[CH:11][C:12]=2[C:13]([CH3:22])([CH3:21])[C:14]1=[O:20])[CH3:19]. (4) Given the reactants [NH2:1][C:2]1[C:7]([S:8]([NH2:11])(=[O:10])=[O:9])=[CH:6][C:5]([Br:12])=[CH:4][N:3]=1.[CH2:13]([O:15][C:16](=[O:21])[CH2:17][C:18](Cl)=[O:19])[CH3:14].C(=O)(O)[O-].[Na+], predict the reaction product. The product is: [CH2:13]([O:15][C:16](=[O:21])[CH2:17][C:18]([NH:1][C:2]1[C:7]([S:8](=[O:9])(=[O:10])[NH2:11])=[CH:6][C:5]([Br:12])=[CH:4][N:3]=1)=[O:19])[CH3:14]. (5) Given the reactants C[O:2][C:3](=[O:35])[CH2:4][CH2:5][C:6]1[CH:7]=[C:8]([C:12]2[CH:17]=[CH:16][CH:15]=[C:14]([C:18]3[CH:19]=[C:20]([C:28]([S:31]([CH3:34])(=[O:33])=[O:32])([CH3:30])[CH3:29])[CH:21]=[C:22]4[C:27]=3[N:26]=[CH:25][CH:24]=[CH:23]4)[CH:13]=2)[CH:9]=[CH:10][CH:11]=1.[Li+].[OH-].CC(O)=O, predict the reaction product. The product is: [CH3:34][S:31]([C:28]([C:20]1[CH:21]=[C:22]2[C:27](=[C:18]([C:14]3[CH:13]=[C:12]([C:8]4[CH:9]=[CH:10][CH:11]=[C:6]([CH2:5][CH2:4][C:3]([OH:35])=[O:2])[CH:7]=4)[CH:17]=[CH:16][CH:15]=3)[CH:19]=1)[N:26]=[CH:25][CH:24]=[CH:23]2)([CH3:30])[CH3:29])(=[O:33])=[O:32]. (6) The product is: [C:3]([N:7]1[CH:28]([OH:29])[C:10]2[C:9](=[CH:14][CH:13]=[C:12]([C:15]([CH3:18])([CH3:17])[CH3:16])[CH:11]=2)[C:8]1=[O:19])([CH3:6])([CH3:5])[CH3:4]. Given the reactants N#N.[C:3]([NH:7][C:8](=[O:19])[C:9]1[CH:14]=[CH:13][C:12]([C:15]([CH3:18])([CH3:17])[CH3:16])=[CH:11][CH:10]=1)([CH3:6])([CH3:5])[CH3:4].C([Li])(CC)C.CN([CH:28]=[O:29])C.[NH4+].[Cl-], predict the reaction product.